Dataset: Forward reaction prediction with 1.9M reactions from USPTO patents (1976-2016). Task: Predict the product of the given reaction. (1) Given the reactants C[O:2][C:3](=[O:33])[CH2:4][C:5]1[CH:10]=[CH:9][C:8]([C:11]2[S:12][C:13]([C:16]3[N:17]([C:25]4[CH:30]=[CH:29][CH:28]=[CH:27][C:26]=4[Cl:31])[N:18]=[C:19]([C:21]([F:24])([F:23])[F:22])[CH:20]=3)=[CH:14][CH:15]=2)=[C:7]([CH3:32])[CH:6]=1.O.[OH-].[Li+].Cl, predict the reaction product. The product is: [Cl:31][C:26]1[CH:27]=[CH:28][CH:29]=[CH:30][C:25]=1[N:17]1[C:16]([C:13]2[S:12][C:11]([C:8]3[CH:9]=[CH:10][C:5]([CH2:4][C:3]([OH:33])=[O:2])=[CH:6][C:7]=3[CH3:32])=[CH:15][CH:14]=2)=[CH:20][C:19]([C:21]([F:24])([F:22])[F:23])=[N:18]1. (2) Given the reactants [F:1][CH2:2][CH2:3][O:4][CH2:5][CH2:6][O:7][CH2:8][CH2:9][O:10][C:11]1[CH:16]=[CH:15][C:14](I)=[CH:13][CH:12]=1.[C:18]1([CH3:24])[CH:23]=[CH:22][CH:21]=[CH:20][CH:19]=1, predict the reaction product. The product is: [F:1][CH2:2][CH2:3][O:4][CH2:5][CH2:6][O:7][CH2:8][CH2:9][O:10][C:11]1[CH:16]=[CH:15][C:14]([C:20]2[CH:19]=[C:18]3[C:23](=[CH:22][CH:21]=2)[CH:16]=[C:11]([OH:10])[CH:12]=[CH:24]3)=[CH:13][CH:12]=1.